Dataset: Experimentally validated miRNA-target interactions with 360,000+ pairs, plus equal number of negative samples. Task: Binary Classification. Given a miRNA mature sequence and a target amino acid sequence, predict their likelihood of interaction. (1) The miRNA is mmu-miR-3073a-3p with sequence UUGAUGUCCACUGUGACCAUAG. The protein sequence of the target gene is MLRERTVRLQYGSRVEAVYVLGTYLWTDVYSAAPAGAQTFSLKHSEHVWVEVVRDGEAEEVATNGKQRWLLSPSTTLRVTMSQASTEASSDKVTVNYYDEEGSIPIDQAGLFLTAIEISLDVDADRDGVVEKNNPKKASWTWGPEGQGAILLVNCDRETPWLPKEDCRDEKVYSKEDLKDMSQMILRTKGPDRLPAGYEIVLYISMSDSDKVGVFYVENPFFGQRYIHILGRRKLYHVVKYTGGSAELLFFVEGLCFPDEGFSGLVSIHVSLLEYMAQDIPLTPIFTDTVIFRIAPWIMT.... Result: 0 (no interaction). (2) The miRNA is hsa-miR-6787-5p with sequence UGGCGGGGGUAGAGCUGGCUGC. The protein sequence of the target gene is MAASWSLLVTLRPLAQSPLRGRCVGCGAWAAALAPLATAPGKPFWKAYTVQTSESMTPTATSETYLKALAVCHGPLDHYDFLIKAHELKDDEHQRRVIQCLQKLHEDLKGYNIEAEGLFSKLFSRSKPPRGLYVYGDVGTGKTMVMDMFYAYVEMKRKKRVHFHGFMLDVHKRIHRLKQSLPKRKPGFMAKSYDPIAPIAEEISEEACLLCFDEFQVTDIADAMILKQLFENLFKNGVVVVATSNRPPEDLYKNGLQRANFVPFIAVLKEYCNTVQLDSGIDYRKRELPAAGKLYYLTSE.... Result: 1 (interaction). (3) The miRNA is hsa-miR-411-3p with sequence UAUGUAACACGGUCCACUAACC. The protein sequence of the target gene is MASLLWGGDAGAAESERLNSHFSNLSQPRKNLWGIKSTAVRNIDGSINNINEDDEEDVVDLAANSLLNKLIHQSLVESSHRVEVLQKDPSSPLYSVKTFEELRLKEELLKGIYAMGFNRPSKIQEMALPMMLAHPPQNLIAQSQSGTGKTAAFVLAMLSRVNALELFPQCLCLAPTYELALQTGRVVEQMGKFCVDVQVMYAIRGNRIPRGTDITKQIIIGTPGTVLDWCFKLKLIDLTKIRVFVLDEADVMIDTQGFSDHSIRIQRALPSECQMLLFSATFEDSVWHFAERIIPDPNVI.... Result: 0 (no interaction). (4) The miRNA is hsa-miR-526b-5p with sequence CUCUUGAGGGAAGCACUUUCUGU. The protein sequence of the target gene is MSWKMALQIPGGFWAAAVTVMLVMLSTPVAEARDFPKDFLVQFKGMCYFTNGTERVRGVARYIYNREEYGRFDSDVGEFQAVTELGRSIEDWNNYKDFLEQERAAVDKVCRHNYEAELRTTLQRQVEPTVTISPSRTEALNHHNLLVCSVTDFYPAQIKVRWFRNDQEETAGVVSTSLIRNGDWTFQILVMLEITPQRGDIYTCQVEHPSLQSPITVEWRAQSESAQSKMLSGIGGFVLGLIFLGLGLIIRHRGQKGPRGPPPAGLLH. Result: 1 (interaction). (5) Result: 0 (no interaction). The protein sequence of the target gene is MSTRSVSSSSYRRMFGGSGTSSRPSSNRSYVTTSTRTYSLGSALRPSTSRSLYSSSPGGAYVTRSSAVRLRSSVPGVRLLQDSVDFSLADAINTEFKNTRTNEKVELQELNDRFANYIDKVRFLEQQNKILLAELEQLKGQGKSRLGDLYEEEMRELRRQVDQLTNDKARVEVERDNLAEDIMRLREKLQEEMLQREEAESTLQSFRQDVDNASLARLDLERKVESLQEEIAFLKKLHDEEIQELQAQIQEQHVQIDVDVSKPDLTAALRDVRQQYESVAAKNLQEAEEWYKSKFADLSE.... The miRNA is hsa-miR-6076 with sequence AGCAUGACAGAGGAGAGGUGG. (6) The miRNA is hsa-miR-7706 with sequence UGAAGCGCCUGUGCUCUGCCGAGA. The protein sequence of the target gene is MWINFVKLRLFCCLLAVLMVVVLVVNVTQVEYLDRETASATFIDSGGQFVSSQVIRISRNPYCGYERQILSSRERLEEDSLLAALQWQEPDVGPVPFLKSTDPSSSYFVILNSAAFFRVGSQLEVLVHVQDFQRKPKKYGGDYLQARIHSPKLQAGAVGRVVDYQNGFYKVFFTLLWPGQVKVSISLVHPSEGIRVLQYLQEKKPDRVYFKSLFRSGRISETTECNVCLPGSLPLCNFTDLYTGEPWFCFKPKKLPCSSRINHFKGGYLKGLLTATENAFFQSGVNIKMPINSSGPDWVT.... Result: 0 (no interaction).